This data is from Full USPTO retrosynthesis dataset with 1.9M reactions from patents (1976-2016). The task is: Predict the reactants needed to synthesize the given product. (1) Given the product [F:30][C:29]([F:32])([F:31])[C:26]1[CH:27]=[CH:28][C:23]([O:22][C:19]2[CH:20]=[CH:21][C:16]([O:15][C:13](=[O:14])[N:2]([C:3]3[CH:11]=[CH:10][CH:9]=[CH:8][C:4]=3[C:5](=[O:6])[NH2:7])[CH3:1])=[CH:17][CH:18]=2)=[N:24][CH:25]=1, predict the reactants needed to synthesize it. The reactants are: [CH3:1][NH:2][C:3]1[CH:11]=[CH:10][CH:9]=[CH:8][C:4]=1[C:5]([NH2:7])=[O:6].Cl[C:13]([O:15][C:16]1[CH:21]=[CH:20][C:19]([O:22][C:23]2[CH:28]=[CH:27][C:26]([C:29]([F:32])([F:31])[F:30])=[CH:25][N:24]=2)=[CH:18][CH:17]=1)=[O:14]. (2) Given the product [NH2:2][C:3]1[N:8]=[C:7]([CH:9]2[CH2:11][CH2:10]2)[N:6]=[C:5]([C:12]([O:14][CH3:16])=[O:13])[C:4]=1[Cl:15], predict the reactants needed to synthesize it. The reactants are: O.[NH2:2][C:3]1[N:8]=[C:7]([CH:9]2[CH2:11][CH2:10]2)[N:6]=[C:5]([C:12]([OH:14])=[O:13])[C:4]=1[Cl:15].[C:16](=O)(OC)OC.S(=O)(=O)(O)O.[OH-].[Na+]. (3) Given the product [CH3:1][O:2][C:3]([C:4]1[CH:9]=[CH:8][C:7]2[N:10]([CH:11]3[CH2:16][CH2:15][CH2:14][CH2:13][CH:12]3[CH3:17])[C:19]([CH2:20][C:21]3[O:22][CH:23]=[CH:24][CH:25]=3)=[N:18][C:6]=2[CH:5]=1)=[O:27], predict the reactants needed to synthesize it. The reactants are: [CH3:1][O:2][C:3](=[O:27])[C:4]1[CH:9]=[CH:8][C:7]([NH:10][CH:11]2[CH2:16][CH2:15][CH2:14][CH2:13][CH:12]2[CH3:17])=[C:6]([NH:18][C:19](=O)[CH2:20][C:21]2[O:22][CH:23]=[CH:24][CH:25]=2)[CH:5]=1.Cl.O.C(=O)(O)[O-].[Na+]. (4) The reactants are: [CH2:1]([NH:8][C:9]([C:11]1[CH:20]=[CH:19][C:18]2[C:13](=[C:14](Br)[CH:15]=[N:16][CH:17]=2)[N:12]=1)=[O:10])[C:2]1[CH:7]=[CH:6][CH:5]=[CH:4][CH:3]=1.[N:22]1[CH:27]=[CH:26][CH:25]=[C:24](B(O)O)[CH:23]=1.C(=O)([O-])[O-].[Cs+].[Cs+]. Given the product [CH2:1]([NH:8][C:9]([C:11]1[CH:20]=[CH:19][C:18]2[C:13](=[C:14]([C:24]3[CH:23]=[N:22][CH:27]=[CH:26][CH:25]=3)[CH:15]=[N:16][CH:17]=2)[N:12]=1)=[O:10])[C:2]1[CH:7]=[CH:6][CH:5]=[CH:4][CH:3]=1, predict the reactants needed to synthesize it. (5) Given the product [CH2:13]([C:17]1[N:18]=[C:19]([CH3:51])[N:20]([CH2:39][C:40]2[N:41]=[C:42]([C:45]3[CH:50]=[CH:49][CH:48]=[CH:47][N:46]=3)[S:43][CH:44]=2)[C:21](=[O:38])[C:22]=1[CH2:23][C:24]1[CH:29]=[CH:28][C:27]([C:30]2[CH:35]=[CH:34][CH:33]=[CH:32][C:31]=2[C:36]2[NH:3][C:4](=[O:7])[O:5][N:37]=2)=[CH:26][CH:25]=1)[CH2:14][CH2:15][CH3:16], predict the reactants needed to synthesize it. The reactants are: [Cl-].O[NH3+:3].[C:4](=[O:7])([O-])[OH:5].[Na+].CS(C)=O.[CH2:13]([C:17]1[N:18]=[C:19]([CH3:51])[N:20]([CH2:39][C:40]2[N:41]=[C:42]([C:45]3[CH:50]=[CH:49][CH:48]=[CH:47][N:46]=3)[S:43][CH:44]=2)[C:21](=[O:38])[C:22]=1[CH2:23][C:24]1[CH:29]=[CH:28][C:27]([C:30]2[C:31]([C:36]#[N:37])=[CH:32][CH:33]=[CH:34][CH:35]=2)=[CH:26][CH:25]=1)[CH2:14][CH2:15][CH3:16]. (6) Given the product [CH2:1]([C:3]1[CH:4]=[CH:5][C:6]([CH:9]2[CH2:10][CH:11]([C:22]3[O:23][N:35]=[C:32]([C:27]4[CH:28]=[CH:29][CH:30]=[CH:31][C:26]=4[F:25])[N:33]=3)[CH2:12][N:13]([C:15]([N:17]3[CH2:21][CH2:20][CH2:19][CH2:18]3)=[O:16])[CH2:14]2)=[CH:7][CH:8]=1)[CH3:2], predict the reactants needed to synthesize it. The reactants are: [CH2:1]([C:3]1[CH:8]=[CH:7][C:6]([CH:9]2[CH2:14][N:13]([C:15]([N:17]3[CH2:21][CH2:20][CH2:19][CH2:18]3)=[O:16])[CH2:12][CH:11]([C:22](O)=[O:23])[CH2:10]2)=[CH:5][CH:4]=1)[CH3:2].[F:25][C:26]1[CH:31]=[CH:30][CH:29]=[CH:28][C:27]=1[C:32](=[NH:35])[NH:33]O. (7) Given the product [CH2:1]([C:9]1[CH:10]=[CH:11][C:12]([N:15]2[CH2:28][CH2:27][N:17]([CH2:18][CH2:19][C:20]([O:22][CH2:23][CH3:24])=[O:21])[C:16]2=[O:25])=[CH:13][CH:14]=1)[CH2:2][CH2:3][CH2:4][CH2:5][CH2:6][CH2:7][CH3:8], predict the reactants needed to synthesize it. The reactants are: [CH2:1]([C:9]1[CH:14]=[CH:13][C:12]([NH:15][C:16](=[O:25])[NH:17][CH2:18][CH2:19][C:20]([O:22][CH2:23][CH3:24])=[O:21])=[CH:11][CH:10]=1)[CH2:2][CH2:3][CH2:4][CH2:5][CH2:6][CH2:7][CH3:8].Br[CH2:27][CH2:28]Br.